From a dataset of Full USPTO retrosynthesis dataset with 1.9M reactions from patents (1976-2016). Predict the reactants needed to synthesize the given product. (1) Given the product [NH:5]1[C:13]2[C:8](=[CH:9][C:10]([C:34]([C:32]3[CH:31]=[CH:30][CH:44]=[CH:43][C:37]=3[C:38]([OH:40])=[O:39])=[O:36])=[CH:11][CH:12]=2)[CH:7]=[N:6]1, predict the reactants needed to synthesize it. The reactants are: CC([Si](C(C)C)(C(C)C)[N:5]1[C:13]2[C:8](=[CH:9][C:10](C(C3C=CC=CC=3C#N)=O)=[CH:11][CH:12]=2)[CH:7]=[N:6]1)C.[C:30](O)(=O)[CH2:31][C:32]([CH2:37][C:38]([OH:40])=[O:39])([C:34]([OH:36])=O)O.[CH2:43](O)[CH3:44]. (2) Given the product [CH2:1]([C:5]1[CH:6]=[CH:7][C:8]([NH:9][C:19](=[O:21])[CH3:20])=[CH:10][CH:11]=1)[CH2:2][CH2:3][CH3:4], predict the reactants needed to synthesize it. The reactants are: [CH2:1]([C:5]1[CH:11]=[CH:10][C:8]([NH2:9])=[CH:7][CH:6]=1)[CH2:2][CH2:3][CH3:4].C(N(CC)CC)C.[C:19](OC(=O)C)(=[O:21])[CH3:20].